Dataset: hERG potassium channel inhibition data for cardiac toxicity prediction from Karim et al.. Task: Regression/Classification. Given a drug SMILES string, predict its toxicity properties. Task type varies by dataset: regression for continuous values (e.g., LD50, hERG inhibition percentage) or binary classification for toxic/non-toxic outcomes (e.g., AMES mutagenicity, cardiotoxicity, hepatotoxicity). Dataset: herg_karim. (1) The drug is Cc1c([C@@H](O)CN2CCC3(CC2)CN(c2ccns2)C3)ccc2c1COC2=O. The result is 1 (blocker). (2) The drug is CCOc1cc2ncc(C(N)=O)c(Nc3ccc(F)cc3F)c2cc1N1CCN(C)C(=O)C1. The result is 0 (non-blocker).